Task: Regression. Given a peptide amino acid sequence and an MHC pseudo amino acid sequence, predict their binding affinity value. This is MHC class I binding data.. Dataset: Peptide-MHC class I binding affinity with 185,985 pairs from IEDB/IMGT (1) The peptide sequence is SVEVKLPDY. The MHC is HLA-A01:01 with pseudo-sequence HLA-A01:01. The binding affinity (normalized) is 0.396. (2) The peptide sequence is SEMGANFRA. The MHC is HLA-B83:01 with pseudo-sequence HLA-B83:01. The binding affinity (normalized) is 0.213. (3) The peptide sequence is RYEFTAPFI. The MHC is HLA-A02:19 with pseudo-sequence HLA-A02:19. The binding affinity (normalized) is 0.0847. (4) The peptide sequence is YPARVKCAL. The MHC is HLA-B15:17 with pseudo-sequence HLA-B15:17. The binding affinity (normalized) is 0.0847.